From a dataset of Forward reaction prediction with 1.9M reactions from USPTO patents (1976-2016). Predict the product of the given reaction. The product is: [CH2:1]([O:3][P:4]([CH2:9][CH3:10])(=[O:5])[O-:8])[CH3:2].[CH3:11][N+:12]1([CH2:9][CH3:10])[CH:16]=[CH:15][N:14]=[CH:13]1. Given the reactants [CH2:1]([O:3][P:4]([CH2:9][CH3:10])(=[O:8])[O:5]CC)[CH3:2].[CH3:11][N:12]1[CH:16]=[CH:15][N:14]=[CH:13]1, predict the reaction product.